Regression. Given a peptide amino acid sequence and an MHC pseudo amino acid sequence, predict their binding affinity value. This is MHC class II binding data. From a dataset of Peptide-MHC class II binding affinity with 134,281 pairs from IEDB. (1) The peptide sequence is GNTPIFKSGRGCGSC. The MHC is HLA-DPA10301-DPB10402 with pseudo-sequence HLA-DPA10301-DPB10402. The binding affinity (normalized) is 0. (2) The peptide sequence is NQFCIKVLNPYMPTVIE. The MHC is DRB1_0404 with pseudo-sequence DRB1_0404. The binding affinity (normalized) is 0.274. (3) The peptide sequence is HTMWHVTRGAFLVRN. The MHC is DRB1_0701 with pseudo-sequence DRB1_0701. The binding affinity (normalized) is 0.898.